This data is from Reaction yield outcomes from USPTO patents with 853,638 reactions. The task is: Predict the reaction yield, written as a fraction of the theoretical maximum amount of product (1.0 means a 100% yield; for example, 0.34 means a 34% yield). (1) The reactants are C([NH:8][CH:9]1[CH2:12][CH:11]([CH2:13][O:14][CH2:15][C:16]2[CH:21]=[CH:20][CH:19]=[CH:18][CH:17]=2)[CH:10]1[F:22])C1C=CC=CC=1.CCN(CC)CC.[N+](C1C=CC([N:39]([CH2:43][C:44]2[CH:49]=[CH:48][CH:47]=[CH:46][CH:45]=2)[C:40](=[O:42])[O-])=CC=1)([O-])=O. The catalyst is C(Cl)Cl. The product is [CH2:43]([NH:39][C:40]([NH:8][CH:9]1[CH2:12][CH:11]([CH2:13][O:14][CH2:15][C:16]2[CH:21]=[CH:20][CH:19]=[CH:18][CH:17]=2)[CH:10]1[F:22])=[O:42])[C:44]1[CH:45]=[CH:46][CH:47]=[CH:48][CH:49]=1. The yield is 0.900. (2) The reactants are CC1C(=[O:8])[C@@H](O)CC(C)(C)C=1/C=C/C(/C)=C/C=C/C(/C)=C/C=C/C=C(\C)/C=C/C=C(\C)/C=C/C1C(C)(C)C[C@H](O)C(=O)C=1C.CCN(C(C)C)C(C)C.Cl[C:55]([O:57]C(Cl)C(Cl)(Cl)Cl)=[O:56].[CH2:64]([OH:75])[C@H:65]([C@H:67]([C@@H:69]([C@@H:71]([CH2:73][OH:74])[OH:72])[OH:70])[OH:68])[OH:66]. The catalyst is C(Cl)Cl.CN(C1C=CN=CC=1)C.CN(C=O)C. The product is [C:55](=[O:56])([OH:8])[OH:57].[CH2:73]([OH:74])[C@H:71]([C@H:69]([C@@H:67]([C@@H:65]([CH2:64][OH:75])[OH:66])[OH:68])[OH:70])[OH:72]. The yield is 0.102. (3) The reactants are [NH2:1][CH2:2][C:3]1[CH:4]=[C:5]([C:9]2[N:10]([CH3:21])[C:11]3[C:16]([C:17]=2[C:18]#[N:19])=[CH:15][CH:14]=[C:13]([Cl:20])[CH:12]=3)[CH:6]=[N:7][CH:8]=1.[CH2:22]([N:24]=[C:25]=[O:26])[CH3:23]. The catalyst is ClCCl. The product is [NH4+:1].[OH-:26].[Cl:20][C:13]1[CH:12]=[C:11]2[C:16]([C:17]([C:18]#[N:19])=[C:9]([C:5]3[CH:4]=[C:3]([CH2:2][NH:1][C:25]([NH:24][CH2:22][CH3:23])=[O:26])[CH:8]=[N:7][CH:6]=3)[N:10]2[CH3:21])=[CH:15][CH:14]=1. The yield is 0.00100. (4) The yield is 0.660. The product is [Br:1][C:2]1[CH:7]=[CH:6][C:5]2[S:8][CH:9]=[C:10]([CH3:11])[C:4]=2[CH:3]=1. The catalyst is C1(C)C=CC=CC=1. The reactants are [Br:1][C:2]1[CH:7]=[CH:6][C:5]([S:8][CH2:9][C:10](=O)[CH3:11])=[CH:4][CH:3]=1.CCCCCC. (5) The reactants are CC1(C)CCCC(C)(C)N1.C([Li])CCC.[C:16]([O:20][C:21]([N:23]1[C:31]2[C:26](=[CH:27][CH:28]=[CH:29][C:30]=2[CH2:32][CH3:33])[CH:25]=[CH:24]1)=[O:22])([CH3:19])([CH3:18])[CH3:17].Cl[C:35]([O:37][CH2:38][CH3:39])=[O:36].[Cl-].[NH4+]. The catalyst is O1CCCC1. The product is [CH3:39][CH2:38][O:37][C:35]([C:24]1[N:23]([C:21]([O:20][C:16]([CH3:19])([CH3:18])[CH3:17])=[O:22])[C:31]2[C:26]([CH:25]=1)=[CH:27][CH:28]=[CH:29][C:30]=2[CH2:32][CH3:33])=[O:36]. The yield is 0.562. (6) The reactants are [Cl:1][C:2]1[CH:7]=[CH:6][C:5]([CH2:8][CH2:9][C:10]([OH:12])=O)=[CH:4][CH:3]=1.ClC1C=C[C:17]([CH2:20][CH2:21][C:22]([C:24]2[C:30]([OH:31])=[CH:29][C:28]([OH:32])=[CH:27][C:25]=2[OH:26])=O)=CC=1.I[CH2:34][CH2:35][CH2:36][CH3:37]. No catalyst specified. The product is [OH:32][C:28]1[C:27]([CH2:34][CH2:35][CH2:36][CH3:37])=[C:25]([OH:26])[C:24]([CH2:22][CH2:21][CH2:20][CH3:17])([CH2:7][CH2:2][CH2:3][CH3:4])[C:30](=[O:31])[C:29]=1[C:10](=[O:12])[CH2:9][CH2:8][C:5]1[CH:4]=[CH:3][C:2]([Cl:1])=[CH:7][CH:6]=1. The yield is 0.0800. (7) The reactants are Cl.[CH2:2]([C@:9]12[C:22]3[C:17](=[CH:18][C:19]([C:23]([O:25][CH3:26])=[O:24])=[CH:20][CH:21]=3)[CH:16]=[CH:15][C@H:14]1[CH2:13][C:12]1(OCC[O:27]1)[CH2:11][CH2:10]2)[C:3]1[CH:8]=[CH:7][CH:6]=[CH:5][CH:4]=1.C1COCC1. The catalyst is C(Cl)Cl. The product is [CH2:2]([C@@:9]12[CH2:10][CH2:11][C:12](=[O:27])[CH2:13][C@@H:14]1[CH:15]=[CH:16][C:17]1[CH:18]=[C:19]([C:23]([O:25][CH3:26])=[O:24])[CH:20]=[CH:21][C:22]2=1)[C:3]1[CH:4]=[CH:5][CH:6]=[CH:7][CH:8]=1. The yield is 0.950. (8) The reactants are C([N:8]1[CH:13]2[CH2:14][CH2:15][CH:9]1[CH2:10][N:11]([C:16]1[CH:21]=[CH:20][C:19]([F:22])=[CH:18][CH:17]=1)[CH2:12]2)C1C=CC=CC=1.[ClH:23].CO. The catalyst is [Pd]. The product is [ClH:23].[F:22][C:19]1[CH:20]=[CH:21][C:16]([N:11]2[CH2:10][CH:9]3[NH:8][CH:13]([CH2:14][CH2:15]3)[CH2:12]2)=[CH:17][CH:18]=1. The yield is 1.00. (9) The reactants are [CH3:1][O:2][C:3](=[O:14])[C:4]1[CH:9]=[CH:8][C:7]([CH2:10]Br)=[C:6]([O:12][CH3:13])[CH:5]=1.[N-:15]=[N+:16]=[N-:17].[Na+]. The catalyst is CN(C=O)C. The product is [CH3:1][O:2][C:3](=[O:14])[C:4]1[CH:9]=[CH:8][C:7]([CH2:10][N:15]=[N+:16]=[N-:17])=[C:6]([O:12][CH3:13])[CH:5]=1. The yield is 0.970. (10) The reactants are [Cl-].O[NH3+:3].[C:4](=[O:7])([O-])[OH:5].[Na+].CS(C)=O.[CH2:13]([N:20]1[C:25](=[O:26])[C:24]([CH2:27][C:28]2[CH:33]=[CH:32][C:31]([C:34]3[C:35]([C:40]#[N:41])=[CH:36][CH:37]=[CH:38][CH:39]=3)=[CH:30][CH:29]=2)=[C:23]([CH2:42][CH2:43][CH2:44][CH3:45])[N:22]=[C:21]1[CH2:46][O:47][CH3:48])[C:14]1[CH:19]=[CH:18][CH:17]=[CH:16][CH:15]=1. The catalyst is C(OCC)(=O)C. The product is [CH2:13]([N:20]1[C:25](=[O:26])[C:24]([CH2:27][C:28]2[CH:33]=[CH:32][C:31]([C:34]3[CH:39]=[CH:38][CH:37]=[CH:36][C:35]=3[C:40]3[NH:3][C:4](=[O:7])[O:5][N:41]=3)=[CH:30][CH:29]=2)=[C:23]([CH2:42][CH2:43][CH2:44][CH3:45])[N:22]=[C:21]1[CH2:46][O:47][CH3:48])[C:14]1[CH:19]=[CH:18][CH:17]=[CH:16][CH:15]=1. The yield is 0.690.